From a dataset of Full USPTO retrosynthesis dataset with 1.9M reactions from patents (1976-2016). Predict the reactants needed to synthesize the given product. (1) Given the product [Cl:1][C:2]1[CH:11]=[CH:10][C:9]2[C:4](=[CH:5][C:6]([CH2:12][N:13]([CH3:14])[CH3:15])=[CH:7][CH:8]=2)[C:3]=1[C:16]1[C:17](=[O:18])[NH:19][C:22](=[O:21])[C:23]=1[C:25]1[C:33]2[C:28](=[CH:29][CH:30]=[CH:31][CH:32]=2)[N:27]([CH3:34])[CH:26]=1, predict the reactants needed to synthesize it. The reactants are: [Cl:1][C:2]1[CH:11]=[CH:10][C:9]2[C:4](=[CH:5][C:6]([CH2:12][N:13]([CH3:15])[CH3:14])=[CH:7][CH:8]=2)[C:3]=1[CH2:16][C:17]([NH2:19])=[O:18].C[O:21][C:22](=O)[C:23]([C:25]1[C:33]2[C:28](=[CH:29][CH:30]=[CH:31][CH:32]=2)[N:27]([CH3:34])[CH:26]=1)=O.CC([O-])(C)C.[K+].[NH4+].[Cl-]. (2) Given the product [CH3:15][C:12]([O:11][C:9]([NH:23][C:24]1[CH:32]=[C:31]2[C:27]([CH:28]=[C:29]([C:33]([O:35][CH3:36])=[O:34])[NH:30]2)=[CH:26][CH:25]=1)=[O:10])([CH3:13])[CH3:14], predict the reactants needed to synthesize it. The reactants are: [C:12]([O:11][C:9](O[C:9]([O:11][C:12]([CH3:15])([CH3:14])[CH3:13])=[O:10])=[O:10])([CH3:15])([CH3:14])[CH3:13].C(N(CC)CC)C.[NH2:23][C:24]1[CH:32]=[C:31]2[C:27]([CH:28]=[C:29]([C:33]([O:35][CH3:36])=[O:34])[NH:30]2)=[CH:26][CH:25]=1. (3) Given the product [CH2:17]([C:12]1[S:11][C:10]2[S:9][C:33]3[CH:34]=[CH:35][CH:36]=[CH:37][C:32]=3[CH2:38][C:4](=[O:5])[C:6]=2[CH:13]=1)[CH3:16], predict the reactants needed to synthesize it. The reactants are: C(O[C:4]([C:6]1N=C(CC)[S:9][C:10]=1[S:11][C:12]1[CH:17]=[CH:16]C=C[C:13]=1N)=[O:5])C.C1(C)C=CC(S(O)(=O)=O)=CC=1.[C:32]1([CH3:38])[CH:37]=[CH:36][CH:35]=[CH:34][CH:33]=1. (4) The reactants are: [C:1](=[O:19])([O:7][C:8]1[CH:13]=[CH:12][C:11]([C:14]([CH3:17])([CH3:16])[CH3:15])=[C:10]([OH:18])[CH:9]=1)[O:2][C:3]([CH3:6])([CH3:5])[CH3:4].C(=O)([O-])[O-].[K+].[K+].[CH2:26](Br)[C:27]1[CH:32]=[CH:31][CH:30]=[CH:29][CH:28]=1. Given the product [C:1](=[O:19])([O:2][C:3]([CH3:6])([CH3:5])[CH3:4])[O:7][C:8]1[CH:13]=[CH:12][C:11]([C:14]([CH3:17])([CH3:16])[CH3:15])=[C:10]([O:18][CH2:26][C:27]2[CH:32]=[CH:31][CH:30]=[CH:29][CH:28]=2)[CH:9]=1, predict the reactants needed to synthesize it. (5) Given the product [Cl:22][C:21]1[CH:20]=[CH:19][CH:18]=[C:17]([Cl:23])[C:16]=1[C:11]1[C:9]2[O:10][C@@H:5]([CH2:4][NH2:1])[CH2:6][O:7][C:8]=2[CH:14]=[C:13]([F:15])[CH:12]=1, predict the reactants needed to synthesize it. The reactants are: [N:1]([CH2:4][C@@H:5]1[O:10][C:9]2[C:11]([C:16]3[C:21]([Cl:22])=[CH:20][CH:19]=[CH:18][C:17]=3[Cl:23])=[CH:12][C:13]([F:15])=[CH:14][C:8]=2[O:7][CH2:6]1)=[N+]=[N-].C1(P(C2C=CC=CC=2)C2C=CC=CC=2)C=CC=CC=1.O.Cl. (6) Given the product [CH2:19]([O:21][C:22]1[CH:31]=[CH:30][C:29]2[C:24](=[CH:25][CH:26]=[CH:27][CH:28]=2)[C:23]=1[C:32]([N:7]1[CH2:6][CH:5]2[CH2:1][N:2]([C:9]3[CH:18]=[N:17][C:16]4[C:11](=[CH:12][CH:13]=[CH:14][CH:15]=4)[N:10]=3)[CH2:3][CH:4]2[CH2:8]1)=[O:33])[CH3:20], predict the reactants needed to synthesize it. The reactants are: [CH2:1]1[CH:5]2[CH2:6][NH:7][CH2:8][CH:4]2[CH2:3][N:2]1[C:9]1[CH:18]=[N:17][C:16]2[C:11](=[CH:12][CH:13]=[CH:14][CH:15]=2)[N:10]=1.[CH2:19]([O:21][C:22]1[CH:31]=[CH:30][C:29]2[C:24](=[CH:25][CH:26]=[CH:27][CH:28]=2)[C:23]=1[C:32](O)=[O:33])[CH3:20]. (7) Given the product [O:10]=[C:1]1[C:2]2[CH:8]=[CH:7][CH:6]=[CH:5][C:3]=2[S:4][C:12]([C:14]2[CH:15]=[CH:16][C:17]([O:20][CH2:21][CH2:22][CH2:23][CH2:24][CH2:25][C:26]([O:28][CH2:29][CH3:30])=[O:27])=[N:18][CH:19]=2)=[N:13]1, predict the reactants needed to synthesize it. The reactants are: [C:1]([O:10]C)(=O)[C:2]1[C:3](=[CH:5][CH:6]=[CH:7][CH:8]=1)[SH:4].[C:12]([C:14]1[CH:15]=[CH:16][C:17]([O:20][CH2:21][CH2:22][CH2:23][CH2:24][CH2:25][C:26]([O:28][CH2:29][CH3:30])=[O:27])=[N:18][CH:19]=1)#[N:13].C(N(CC)CC)C. (8) Given the product [F:29][C:26]1[CH:27]=[C:28]2[C:23](=[CH:24][CH:25]=1)[NH:22][C:4]1[C:5]([O:16][CH2:17][CH2:18][N:19]([CH3:21])[CH3:20])=[C:6]3[NH:7][C:8]4[CH:9]=[CH:10][C:11]([F:15])=[CH:12][C:13]=4[C:14]3=[C:2]([N:30]3[CH2:34][CH2:33][CH2:32][CH2:31]3)[C:3]2=1, predict the reactants needed to synthesize it. The reactants are: Br[C:2]1[C:14]2[C:13]3[C:8](=[CH:9][CH:10]=[C:11]([F:15])[CH:12]=3)[NH:7][C:6]=2[C:5]([O:16][CH2:17][CH2:18][N:19]([CH3:21])[CH3:20])=[C:4]2[NH:22][C:23]3[CH:24]=[CH:25][C:26]([F:29])=[CH:27][C:28]=3[C:3]=12.[NH:30]1[CH2:34][CH2:33][CH2:32][CH2:31]1.C1C=CC(P(C2C(C3C(P(C4C=CC=CC=4)C4C=CC=CC=4)=CC=C4C=3C=CC=C4)=C3C(C=CC=C3)=CC=2)C2C=CC=CC=2)=CC=1.CC(C)([O-])C.[Na+].